This data is from Full USPTO retrosynthesis dataset with 1.9M reactions from patents (1976-2016). The task is: Predict the reactants needed to synthesize the given product. (1) Given the product [NH2:37][C:34]1[CH:35]=[CH:36][C:31]([O:30][C:25]2[C:24]([C:2]3[C:3]([C:14]#[N:15])=[N:4][NH:5][CH:6]=3)=[CH:29][CH:28]=[CH:27][N:26]=2)=[CH:32][CH:33]=1, predict the reactants needed to synthesize it. The reactants are: Br[C:2]1[C:3]([C:14]#[N:15])=[N:4][N:5](C(OC(C)(C)C)=O)[CH:6]=1.CC1(C)C(C)(C)OB([C:24]2[C:25]([O:30][C:31]3[CH:36]=[CH:35][C:34]([NH2:37])=[CH:33][CH:32]=3)=[N:26][CH:27]=[CH:28][CH:29]=2)O1.C(=O)([O-])[O-].[Na+].[Na+].F[B-](F)(F)F.C([PH+](C(C)(C)C)C(C)(C)C)(C)(C)C. (2) Given the product [ClH:1].[CH2:2]([O:4][C:5]1[CH:14]=[C:13]2[C:8]([C:9]([C:15]([C:17]3[CH:22]=[C:21]([O:23][CH3:24])[C:20]([O:25][CH3:26])=[C:19]([O:27][CH3:28])[CH:18]=3)=[N:30][OH:31])=[CH:10][N:11]=[CH:12]2)=[CH:7][CH:6]=1)[CH3:3], predict the reactants needed to synthesize it. The reactants are: [ClH:1].[CH2:2]([O:4][C:5]1[CH:14]=[C:13]2[C:8]([C:9]([C:15]([C:17]3[CH:22]=[C:21]([O:23][CH3:24])[C:20]([O:25][CH3:26])=[C:19]([O:27][CH3:28])[CH:18]=3)=O)=[CH:10][N:11]=[CH:12]2)=[CH:7][CH:6]=1)[CH3:3].Cl.[NH2:30][OH:31].Cl.CO. (3) Given the product [C:29]([NH:33][C:26]([C:17]1[CH:16]=[C:15]([C:12]2[CH:11]=[CH:10][C:9]([NH:8][C:6]([O:5][C:1]([CH3:3])([CH3:4])[CH3:2])=[O:7])=[CH:14][N:13]=2)[N:19]([C:20]2[CH:25]=[N:24][CH:23]=[CH:22][N:21]=2)[N:18]=1)=[O:27])([CH3:32])([CH3:31])[CH3:30], predict the reactants needed to synthesize it. The reactants are: [C:1]([O:5][C:6]([NH:8][C:9]1[CH:10]=[CH:11][C:12]([C:15]2[N:19]([C:20]3[CH:25]=[N:24][CH:23]=[CH:22][N:21]=3)[N:18]=[C:17]([C:26](O)=[O:27])[CH:16]=2)=[N:13][CH:14]=1)=[O:7])([CH3:4])([CH3:3])[CH3:2].[C:29]([NH2:33])([CH3:32])([CH3:31])[CH3:30]. (4) Given the product [Cl:33][CH2:34][C:35]([O:1][CH:2]([C:10]([F:13])([F:11])[F:12])[C:3]([F:8])([F:9])[S:4]([O-:7])(=[O:6])=[O:5])=[O:36].[C:27]1([S+:20]([C:14]2[CH:15]=[CH:16][CH:17]=[CH:18][CH:19]=2)[C:21]2[CH:26]=[CH:25][CH:24]=[CH:23][CH:22]=2)[CH:28]=[CH:29][CH:30]=[CH:31][CH:32]=1, predict the reactants needed to synthesize it. The reactants are: [OH:1][CH:2]([C:10]([F:13])([F:12])[F:11])[C:3]([F:9])([F:8])[S:4]([O-:7])(=[O:6])=[O:5].[C:14]1([S+:20]([C:27]2[CH:32]=[CH:31][CH:30]=[CH:29][CH:28]=2)[C:21]2[CH:26]=[CH:25][CH:24]=[CH:23][CH:22]=2)[CH:19]=[CH:18][CH:17]=[CH:16][CH:15]=1.[Cl:33][CH2:34][C:35](Cl)=[O:36].N1C=CC=CC=1. (5) Given the product [Cl:20][C:21]1[N:22]=[CH:23][C:24]([C:27]([NH:7][C:5]2[CH:6]=[CH:1][CH:2]=[C:3]3[C:4]=2[CH2:8][N:9]([CH:12]2[CH2:13][CH2:14][C:15](=[O:16])[NH:17][C:18]2=[O:19])[C:10]3=[O:11])=[O:28])=[N:25][CH:26]=1, predict the reactants needed to synthesize it. The reactants are: [CH:1]1[CH:2]=[C:3]2[C:10](=[O:11])[N:9]([CH:12]3[C:18](=[O:19])[NH:17][C:15](=[O:16])[CH2:14][CH2:13]3)[CH2:8][C:4]2=[C:5]([NH2:7])[CH:6]=1.[Cl:20][C:21]1[N:22]=[CH:23][C:24]([C:27](O)=[O:28])=[N:25][CH:26]=1.CN(C(ON1N=NC2C=CC=NC1=2)=[N+](C)C)C.F[P-](F)(F)(F)(F)F.CCN(C(C)C)C(C)C. (6) The reactants are: [N:1]1[CH:6]=[CH:5][C:4]([C:7]2[N:8]=[C:9]([C:12]3([CH2:18][NH2:19])[CH2:17][CH2:16][O:15][CH2:14][CH2:13]3)[S:10][CH:11]=2)=[CH:3][CH:2]=1.[F:20][C:21]([F:37])([F:36])[C:22]1[O:26][N:25]=[C:24]([C:27]2[CH:28]=[C:29]([CH:33]=[CH:34][CH:35]=2)[C:30](O)=[O:31])[N:23]=1. Given the product [N:1]1[CH:6]=[CH:5][C:4]([C:7]2[N:8]=[C:9]([C:12]3([CH2:18][NH:19][C:30](=[O:31])[C:29]4[CH:33]=[CH:34][CH:35]=[C:27]([C:24]5[N:23]=[C:22]([C:21]([F:37])([F:36])[F:20])[O:26][N:25]=5)[CH:28]=4)[CH2:13][CH2:14][O:15][CH2:16][CH2:17]3)[S:10][CH:11]=2)=[CH:3][CH:2]=1, predict the reactants needed to synthesize it.